The task is: Predict which catalyst facilitates the given reaction.. This data is from Catalyst prediction with 721,799 reactions and 888 catalyst types from USPTO. (1) Reactant: [F:1][C:2]([F:22])([F:21])[C:3]1[CH:8]=[CH:7][C:6]([N:9]2[CH:13]=[N:12][C:11]([C:14]3[CH:20]=[CH:19][C:17]([NH2:18])=[CH:16][CH:15]=3)=[N:10]2)=[CH:5][CH:4]=1.O1CCCC1.[CH:28]([C:31]1[CH:36]=[CH:35][CH:34]=[CH:33][C:32]=1[N:37]=[C:38]=[S:39])([CH3:30])[CH3:29]. Product: [CH:28]([C:31]1[CH:36]=[CH:35][CH:34]=[CH:33][C:32]=1[NH:37][C:38]([NH:18][C:17]1[CH:19]=[CH:20][C:14]([C:11]2[N:12]=[CH:13][N:9]([C:6]3[CH:5]=[CH:4][C:3]([C:2]([F:1])([F:21])[F:22])=[CH:8][CH:7]=3)[N:10]=2)=[CH:15][CH:16]=1)=[S:39])([CH3:30])[CH3:29]. The catalyst class is: 4. (2) Reactant: O.CC1C=CC(S(O)(=O)=O)=CC=1.O[C:14]1[CH:19]=[CH:18][CH:17]=[CH:16][C:15]=1[NH:20][C:21](=[O:36])[CH2:22][C:23]1[NH:24][C:25](=[O:35])[CH:26]=[C:27]([N:29]2[CH2:34][CH2:33][O:32][CH2:31][CH2:30]2)[N:28]=1. Product: [O:36]1[C:14]2[CH:19]=[CH:18][CH:17]=[CH:16][C:15]=2[N:20]=[C:21]1[CH2:22][C:23]1[NH:24][C:25](=[O:35])[CH:26]=[C:27]([N:29]2[CH2:30][CH2:31][O:32][CH2:33][CH2:34]2)[N:28]=1. The catalyst class is: 11. (3) Reactant: [Br:1][C:2]1[C:3]([F:11])=[C:4]([NH:8][CH:9]=O)[CH:5]=[CH:6][CH:7]=1.CSC.B.Cl. Product: [Br:1][C:2]1[C:3]([F:11])=[C:4]([CH:5]=[CH:6][CH:7]=1)[NH:8][CH3:9]. The catalyst class is: 1. (4) Reactant: [CH3:1][O:2][C:3]1[CH:15]=[C:14]([O:16][CH3:17])[CH:13]=[CH:12][C:4]=1[CH2:5][NH:6][C:7]1[S:8][CH:9]=[CH:10][N:11]=1.C[Si]([N-][Si](C)(C)C)(C)C.[Li+].[O:28]=[C:29]1[C:38]2[C:33](=[CH:34][C:35]([S:39](OC3C(F)=C(F)C(F)=C(F)C=3F)(=[O:41])=[O:40])=[CH:36][CH:37]=2)[N:32]=[CH:31][NH:30]1. Product: [CH3:1][O:2][C:3]1[CH:15]=[C:14]([O:16][CH3:17])[CH:13]=[CH:12][C:4]=1[CH2:5][N:6]([C:7]1[S:8][CH:9]=[CH:10][N:11]=1)[S:39]([C:35]1[CH:34]=[C:33]2[C:38]([C:29](=[O:28])[NH:30][CH:31]=[N:32]2)=[CH:37][CH:36]=1)(=[O:41])=[O:40]. The catalyst class is: 7. (5) Reactant: [Cl:1][C:2]1[CH:7]=[CH:6][C:5]([C:8]2[S:16][C:15]3[C:14](=[O:17])[N:13]([C:18]4[CH:23]=[CH:22][C:21]([O:24][CH2:25][CH:26]([OH:28])[CH3:27])=[C:20]([O:29][CH3:30])[CH:19]=4)[CH:12]=[N:11][C:10]=3[CH:9]=2)=[CH:4][CH:3]=1.[H-].[Na+].[C:33]1(=[O:40])[O:39][C:37](=[O:38])[CH2:36][CH2:35][CH2:34]1.Cl. Product: [Cl:1][C:2]1[CH:7]=[CH:6][C:5]([C:8]2[S:16][C:15]3[C:14](=[O:17])[N:13]([C:18]4[CH:23]=[CH:22][C:21]([O:24][CH2:25][CH:26]([O:28][C:33](=[O:40])[CH2:34][CH2:35][CH2:36][C:37]([OH:39])=[O:38])[CH3:27])=[C:20]([O:29][CH3:30])[CH:19]=4)[CH:12]=[N:11][C:10]=3[CH:9]=2)=[CH:4][CH:3]=1. The catalyst class is: 3.